From a dataset of Reaction yield outcomes from USPTO patents with 853,638 reactions. Predict the reaction yield, written as a fraction of the theoretical maximum amount of product (1.0 means a 100% yield; for example, 0.34 means a 34% yield). (1) The reactants are [Cl:1][C:2]1[N:7]=[CH:6][C:5]([NH2:8])=[CH:4][CH:3]=1.[I:9]I. The catalyst is CCO.[O-]S([O-])(=O)=O.[Ag+].[Ag+]. The product is [Cl:1][C:2]1[N:7]=[C:6]([I:9])[C:5]([NH2:8])=[CH:4][CH:3]=1. The yield is 0.860. (2) The reactants are C(O[C:6]([NH:8][C@@H:9]([CH2:13][C:14]1[CH:19]=[CH:18][CH:17]=[CH:16][CH:15]=1)[C:10]([OH:12])=O)=[O:7])(C)(C)C.C(OC(NC(C(C)(C)C)C(O)=O)=O)(C)(C)C.[NH2:36][C@H:37]1[C:45]2[C:40](=[CH:41][CH:42]=[CH:43][CH:44]=2)[CH2:39][C@H:38]1[OH:46].C(OC(=O)NC(C(=O)NC1C2C(=CC=CC=2)CC1O)C(C)(C)C)(C)(C)C.ClNC(=O)[O-].C([O:80][C:81]([C:83]1([NH:88][C:89]([CH:91]2[CH2:95][CH:94]([O:96][C:97]3[C:106]4[C:101](=[CH:102][C:103]([O:107][CH3:108])=[CH:104][CH:105]=4)[N:100]=[C:99]([C:109]4[CH:114]=[CH:113][CH:112]=[CH:111][CH:110]=4)[CH:98]=3)[CH2:93][N:92]2C(=O)NC(C(=O)NC2C3C(=CC=CC=3)CC2O)C(C)(C)C)=[O:90])[CH2:85][CH:84]1[CH:86]=[CH2:87])=[O:82])C. No catalyst specified. The product is [OH:46][C@@H:38]1[CH2:39][C:40]2[C:45](=[CH:44][CH:43]=[CH:42][CH:41]=2)[C@@H:37]1[NH:36][C:10]([C@@H:9]([NH:8][C:6]([N:92]1[CH2:93][C@H:94]([O:96][C:97]2[C:106]3[C:101](=[CH:102][C:103]([O:107][CH3:108])=[CH:104][CH:105]=3)[N:100]=[C:99]([C:109]3[CH:114]=[CH:113][CH:112]=[CH:111][CH:110]=3)[CH:98]=2)[CH2:95][C@H:91]1[C:89]([NH:88][C@:83]1([C:81]([OH:82])=[O:80])[CH2:85][C@H:84]1[CH:86]=[CH2:87])=[O:90])=[O:7])[CH2:13][C:14]1[CH:15]=[CH:16][CH:17]=[CH:18][CH:19]=1)=[O:12]. The yield is 0.0500.